Dataset: Catalyst prediction with 721,799 reactions and 888 catalyst types from USPTO. Task: Predict which catalyst facilitates the given reaction. (1) The catalyst class is: 449. Product: [Cl:1][C:2]1[S:6][C:5]([S:7]([NH:10][C:11]([NH:13][C:14]2[CH:23]=[CH:22][C:17]([C:18]([OH:20])=[O:19])=[CH:16][CH:15]=2)=[O:12])(=[O:9])=[O:8])=[CH:4][CH:3]=1. Reactant: [Cl:1][C:2]1[S:6][C:5]([S:7]([NH:10][C:11]([NH:13][C:14]2[CH:23]=[CH:22][C:17]([C:18]([O:20]C)=[O:19])=[CH:16][CH:15]=2)=[O:12])(=[O:9])=[O:8])=[CH:4][CH:3]=1.[Li+].[OH-]. (2) The catalyst class is: 4. Reactant: [Cl:1][C:2]1[CH:8]=[CH:7][C:5]([NH2:6])=[C:4]([F:9])[CH:3]=1.[S:10]1[CH2:13][C:12](=O)[CH2:11]1.C(O[BH-](OC(=O)C)OC(=O)C)(=O)C.[Na+].C(O)(=O)C. Product: [Cl:1][C:2]1[CH:8]=[CH:7][C:5]([NH:6][CH:12]2[CH2:13][S:10][CH2:11]2)=[C:4]([F:9])[CH:3]=1. (3) Reactant: [C:1]([N:8]1[CH:12]=[CH:11]N=[CH:9]1)(N1C=CN=C1)=O.[NH2:13][C:14]1[N:23]=[C:22]([C:24]([N:26]2[CH2:34][C:33]3[C:28](=[CH:29][CH:30]=[CH:31][CH:32]=3)[CH2:27]2)=[O:25])[C:21]2[C:16](=[CH:17][CH:18]=[C:19]([C:35]3[CH:40]=[C:39]([F:41])[C:38]([F:42])=[CH:37][C:36]=3[CH2:43][OH:44])[CH:20]=2)[N:15]=1.CN(C)C[CH2:48][OH:49].N12CCCN=C1CCCCC2.Cl.C(=O)(O)[O-]. Product: [CH3:9][N:8]([CH3:1])[CH2:12][CH2:11][C:48]([O:44][CH2:43][C:36]1[CH:37]=[C:38]([F:42])[C:39]([F:41])=[CH:40][C:35]=1[C:19]1[CH:20]=[C:21]2[C:16](=[CH:17][CH:18]=1)[N:15]=[C:14]([NH2:13])[N:23]=[C:22]2[C:24]([N:26]1[CH2:27][C:28]2[C:33](=[CH:32][CH:31]=[CH:30][CH:29]=2)[CH2:34]1)=[O:25])=[O:49]. The catalyst class is: 17. (4) Reactant: [Br:1][C:2]1[CH:3]=[C:4]2[C:9](=[CH:10][CH:11]=1)[N:8]=[C:7](Cl)[N:6]=[CH:5]2.[CH3:13][NH2:14].O1CCCC1.CC(C)CCO. Product: [Br:1][C:2]1[CH:3]=[C:4]2[C:9](=[CH:10][CH:11]=1)[N:8]=[C:7]([NH:14][CH3:13])[N:6]=[CH:5]2. The catalyst class is: 2.